This data is from Catalyst prediction with 721,799 reactions and 888 catalyst types from USPTO. The task is: Predict which catalyst facilitates the given reaction. Reactant: [Cl:1][C:2]1[CH:7]=[CH:6][CH:5]=[C:4]([O:8][CH3:9])[N:3]=1.[Li][C:11](C)(C)C.CCCCC.[C:20]([O:24][CH2:25][CH3:26])(=[O:23])[CH:21]=[O:22]. Product: [Cl:1][C:2]1[N:3]=[C:4]([O:8][CH3:9])[C:5]([C:21]([OH:22])([CH3:11])[C:20]([O:24][CH2:25][CH3:26])=[O:23])=[CH:6][CH:7]=1. The catalyst class is: 1.